From a dataset of Catalyst prediction with 721,799 reactions and 888 catalyst types from USPTO. Predict which catalyst facilitates the given reaction. (1) Reactant: FC(F)(F)C(O)=O.[NH2:8][C:9]12[CH2:16][CH2:15][C:12]([C:17]([O:19][CH2:20][CH3:21])=[O:18])([CH2:13][CH2:14]1)[CH2:11][CH2:10]2.C(=O)([O-])[O-].[K+].[K+].[I-].[K+].[F:30][C@@H:31]1[CH2:35][N:34]([C:36](=[O:48])[CH2:37]OS(C2C=CC=CC=2)(=O)=O)[C@H:33]([C:49]#[N:50])[CH2:32]1. Product: [CH2:20]([O:19][C:17]([C:12]12[CH2:11][CH2:10][C:9]([NH:8][CH2:37][C:36]([N:34]3[CH2:35][C@@H:31]([F:30])[CH2:32][C@H:33]3[C:49]#[N:50])=[O:48])([CH2:16][CH2:15]1)[CH2:14][CH2:13]2)=[O:18])[CH3:21]. The catalyst class is: 35. (2) Reactant: C([O:3][C:4]([CH:6]1[CH2:8][CH:7]1[C:9]1[CH:14]=[CH:13][C:12]([O:15][CH3:16])=[C:11]([F:17])[CH:10]=1)=O)C.[Li+].[BH4-].O. Product: [F:17][C:11]1[CH:10]=[C:9]([CH:7]2[CH2:8][CH:6]2[CH2:4][OH:3])[CH:14]=[CH:13][C:12]=1[O:15][CH3:16]. The catalyst class is: 1. (3) Reactant: [Br:1][C:2]1[C:6]2[C:7]3[N:8]([CH3:28])[C:9](=[O:27])[N:10]([C:15]4[C:20]([F:21])=[C:19]([O:22][CH3:23])[CH:18]=[C:17]([O:24][CH3:25])[C:16]=4[F:26])[CH2:11][C:12]=3[CH:13]=[N:14][C:5]=2[NH:4][CH:3]=1.[C:29](=O)([O:35]C(C)(C)C)[O:30][C:31]([CH3:34])([CH3:33])[CH3:32]. Product: [Br:1][C:2]1[C:6]2[C:7]3[N:8]([CH3:28])[C:9](=[O:27])[N:10]([C:15]4[C:16]([F:26])=[C:17]([O:24][CH3:25])[CH:18]=[C:19]([O:22][CH3:23])[C:20]=4[F:21])[CH2:11][C:12]=3[CH:13]=[N:14][C:5]=2[N:4]([C:29]([O:30][C:31]([CH3:34])([CH3:33])[CH3:32])=[O:35])[CH:3]=1. The catalyst class is: 172. (4) The catalyst class is: 29. Reactant: [CH2:1]([O:3][C:4]([C:6]1[C:7]([CH3:23])=[C:8]([C:16]([O:18][C:19]([CH3:22])([CH3:21])[CH3:20])=[O:17])[NH:9][C:10]=1[CH:11]=[CH:12][CH2:13][CH2:14][Br:15])=[O:5])[CH3:2]. Product: [CH2:1]([O:3][C:4]([C:6]1[C:7]([CH3:23])=[C:8]([C:16]([O:18][C:19]([CH3:22])([CH3:21])[CH3:20])=[O:17])[NH:9][C:10]=1[CH2:11][CH2:12][CH2:13][CH2:14][Br:15])=[O:5])[CH3:2]. (5) Reactant: [CH2:1]([O:5][CH2:6][CH2:7][O:8][C:9]1[CH:14]=[CH:13][C:12]([C:15]2[CH:16]=[CH:17][C:18]3[O:25][CH2:24][CH2:23][CH2:22][C:21]([C:26]([O:28]CC)=[O:27])=[CH:20][C:19]=3[CH:31]=2)=[CH:11][CH:10]=1)[CH2:2][CH2:3][CH3:4].[OH-].[Na+]. The catalyst class is: 36. Product: [CH2:1]([O:5][CH2:6][CH2:7][O:8][C:9]1[CH:10]=[CH:11][C:12]([C:15]2[CH:16]=[CH:17][C:18]3[O:25][CH2:24][CH2:23][CH2:22][C:21]([C:26]([OH:28])=[O:27])=[CH:20][C:19]=3[CH:31]=2)=[CH:13][CH:14]=1)[CH2:2][CH2:3][CH3:4]. (6) Reactant: Cl[C:2]1[O:3][C:4]2[CH:10]=[CH:9][CH:8]=[CH:7][C:5]=2[N:6]=1.[CH2:11]([CH2:13][NH2:14])[OH:12]. Product: [O:3]1[C:4]2[CH:10]=[CH:9][CH:8]=[CH:7][C:5]=2[N:6]=[C:2]1[NH:14][CH2:13][CH2:11][OH:12]. The catalyst class is: 7.